This data is from NCI-60 drug combinations with 297,098 pairs across 59 cell lines. The task is: Regression. Given two drug SMILES strings and cell line genomic features, predict the synergy score measuring deviation from expected non-interaction effect. (1) Drug 1: COC1=C(C=C2C(=C1)N=CN=C2NC3=CC(=C(C=C3)F)Cl)OCCCN4CCOCC4. Drug 2: CC12CCC3C(C1CCC2OP(=O)(O)O)CCC4=C3C=CC(=C4)OC(=O)N(CCCl)CCCl.[Na+]. Cell line: HL-60(TB). Synergy scores: CSS=3.24, Synergy_ZIP=-4.68, Synergy_Bliss=-7.25, Synergy_Loewe=-13.7, Synergy_HSA=-5.21. (2) Drug 1: CC1CCC2CC(C(=CC=CC=CC(CC(C(=O)C(C(C(=CC(C(=O)CC(OC(=O)C3CCCCN3C(=O)C(=O)C1(O2)O)C(C)CC4CCC(C(C4)OC)OCCO)C)C)O)OC)C)C)C)OC. Drug 2: C1=NC2=C(N1)C(=S)N=CN2. Cell line: IGROV1. Synergy scores: CSS=21.3, Synergy_ZIP=-4.07, Synergy_Bliss=0.498, Synergy_Loewe=0.343, Synergy_HSA=3.30. (3) Drug 1: COC1=CC(=CC(=C1O)OC)C2C3C(COC3=O)C(C4=CC5=C(C=C24)OCO5)OC6C(C(C7C(O6)COC(O7)C8=CC=CS8)O)O. Cell line: HOP-62. Synergy scores: CSS=22.1, Synergy_ZIP=1.93, Synergy_Bliss=3.07, Synergy_Loewe=-29.2, Synergy_HSA=0.737. Drug 2: CC1=C(C(CCC1)(C)C)C=CC(=CC=CC(=CC(=O)O)C)C. (4) Drug 1: C1=NC2=C(N1)C(=S)N=C(N2)N. Drug 2: C#CCC(CC1=CN=C2C(=N1)C(=NC(=N2)N)N)C3=CC=C(C=C3)C(=O)NC(CCC(=O)O)C(=O)O. Cell line: MOLT-4. Synergy scores: CSS=28.7, Synergy_ZIP=-8.24, Synergy_Bliss=-15.0, Synergy_Loewe=-14.8, Synergy_HSA=-14.8. (5) Drug 1: CN(C(=O)NC(C=O)C(C(C(CO)O)O)O)N=O. Drug 2: C1CN(P(=O)(OC1)NCCCl)CCCl. Cell line: SK-MEL-28. Synergy scores: CSS=0.629, Synergy_ZIP=2.78, Synergy_Bliss=2.52, Synergy_Loewe=2.44, Synergy_HSA=0.756.